Dataset: NCI-60 drug combinations with 297,098 pairs across 59 cell lines. Task: Regression. Given two drug SMILES strings and cell line genomic features, predict the synergy score measuring deviation from expected non-interaction effect. Drug 1: CC1CCC2CC(C(=CC=CC=CC(CC(C(=O)C(C(C(=CC(C(=O)CC(OC(=O)C3CCCCN3C(=O)C(=O)C1(O2)O)C(C)CC4CCC(C(C4)OC)O)C)C)O)OC)C)C)C)OC. Drug 2: CCC1(C2=C(COC1=O)C(=O)N3CC4=CC5=C(C=CC(=C5CN(C)C)O)N=C4C3=C2)O.Cl. Cell line: HL-60(TB). Synergy scores: CSS=69.8, Synergy_ZIP=-0.892, Synergy_Bliss=-0.549, Synergy_Loewe=-6.30, Synergy_HSA=-1.57.